Dataset: Full USPTO retrosynthesis dataset with 1.9M reactions from patents (1976-2016). Task: Predict the reactants needed to synthesize the given product. (1) Given the product [OH:1][CH:2]1[CH2:7][CH2:6][N:5]([CH2:9][C:10]#[N:11])[CH2:4][CH2:3]1, predict the reactants needed to synthesize it. The reactants are: [OH:1][C:2]1[CH:7]=[CH:6][N:5]=[CH:4][CH:3]=1.Cl[CH2:9][C:10]#[N:11].C(=O)([O-])[O-].[K+].[K+]. (2) Given the product [Cl:1][C:2]1[CH:3]=[CH:4][C:5]([CH:8]([CH:12]2[CH2:16][CH2:15][CH2:14][C:13]2([F:18])[F:17])[C:9]([NH:19][C:20]2[CH:21]=[C:22]([CH:34]=[CH:35][C:36]=2[F:37])[CH2:23][C:24]2([C:27]([O:29][C:30]([CH3:33])([CH3:32])[CH3:31])=[O:28])[CH2:25][CH2:26]2)=[O:11])=[CH:6][CH:7]=1, predict the reactants needed to synthesize it. The reactants are: [Cl:1][C:2]1[CH:7]=[CH:6][C:5]([CH:8]([CH:12]2[CH2:16][CH2:15][CH2:14][C:13]2([F:18])[F:17])[C:9]([OH:11])=O)=[CH:4][CH:3]=1.[NH2:19][C:20]1[CH:21]=[C:22]([CH:34]=[CH:35][C:36]=1[F:37])[CH2:23][C:24]1([C:27]([O:29][C:30]([CH3:33])([CH3:32])[CH3:31])=[O:28])[CH2:26][CH2:25]1.CN(C(ON1N=NC2C=CC=NC1=2)=[N+](C)C)C.F[P-](F)(F)(F)(F)F.[Cl-].[NH4+]. (3) The reactants are: [OH:1][C:2]1[CH:23]=[CH:22][C:5]([O:6][CH2:7][CH2:8][N:9]2[CH2:14][CH2:13][C:12]([C:16]3[CH:21]=[CH:20][CH:19]=[CH:18][CH:17]=3)([OH:15])[CH2:11][CH2:10]2)=[CH:4][CH:3]=1.BrCCOC1C=C[C:31]([OH:34])=CC=1.OC1(C2C=CC=CC=2)C[CH2:40][NH:39][CH2:38]C1.CCN(C(C)C)C(C)C. Given the product [OH:15][C:12]1([C:16]2[CH:17]=[CH:18][CH:19]=[CH:20][CH:21]=2)[CH2:11][CH2:10][N:9]([CH2:8][CH2:7][O:6][C:5]2[CH:4]=[CH:3][C:2]([O:1][C:31](=[O:34])[N:39]([CH3:40])[CH3:38])=[CH:23][CH:22]=2)[CH2:14][CH2:13]1, predict the reactants needed to synthesize it. (4) The reactants are: [Br:1][C:2]1[CH:3]=[CH:4][C:5]2[N:9]=[C:8]([O:10][CH:11]3[CH2:14][O:13][CH2:12]3)[N:7]([C:15]3[CH:20]=[CH:19][N:18]=[C:17]([NH2:21])[N:16]=3)[C:6]=2[CH:22]=1. Given the product [Br:1][C:2]1[CH:3]=[CH:4][C:5]2[N:9]=[C:8]([O:10][CH2:11][CH2:12][O:13][CH3:14])[N:7]([C:15]3[CH:20]=[CH:19][N:18]=[C:17]([NH2:21])[N:16]=3)[C:6]=2[CH:22]=1, predict the reactants needed to synthesize it. (5) Given the product [CH3:11][S:8]([O:13][CH2:14][C@@H:15]1[CH2:18][C@H:17]([CH2:19][C:20]([O:22][C:23]([CH3:26])([CH3:25])[CH3:24])=[O:21])[C:16]1([CH3:28])[CH3:27])(=[O:10])=[O:9], predict the reactants needed to synthesize it. The reactants are: C(N(CC)CC)C.[S:8](Cl)([CH3:11])(=[O:10])=[O:9].[OH:13][CH2:14][C@@H:15]1[CH2:18][C@H:17]([CH2:19][C:20]([O:22][C:23]([CH3:26])([CH3:25])[CH3:24])=[O:21])[C:16]1([CH3:28])[CH3:27]. (6) Given the product [F:1][CH:2]1[CH2:7][CH2:6][N:5]([CH2:8][C:9]2[CH:14]=[CH:13][C:12]([C:15]([F:18])([F:16])[F:17])=[CH:11][CH:10]=2)[C@@H:4]([C:19]([NH:21][C:22]2([C:25]3[CH:26]=[CH:27][C:28]([C:29]([OH:31])=[O:30])=[CH:33][CH:34]=3)[CH2:23][CH2:24]2)=[O:20])[CH2:3]1, predict the reactants needed to synthesize it. The reactants are: [F:1][CH:2]1[CH2:7][CH2:6][N:5]([CH2:8][C:9]2[CH:14]=[CH:13][C:12]([C:15]([F:18])([F:17])[F:16])=[CH:11][CH:10]=2)[C@@H:4]([C:19]([NH:21][C:22]2([C:25]3[CH:34]=[CH:33][C:28]([C:29]([O:31]C)=[O:30])=[CH:27][CH:26]=3)[CH2:24][CH2:23]2)=[O:20])[CH2:3]1.O[Li].O. (7) The reactants are: [C:1]([NH:4][C:5]1[S:6][C:7]([Br:36])=[C:8]([CH2:10][CH2:11][C:12]2[CH:17]=[CH:16][C:15]([NH:18][CH:19]([NH:28]C(=O)OC(C)(C)C)[NH:20]C(=O)OC(C)(C)C)=[CH:14][CH:13]=2)[N:9]=1)(=[O:3])[CH3:2].[ClH:37]. Given the product [ClH:37].[NH2:28][C:19]([NH:18][C:15]1[CH:16]=[CH:17][C:12]([CH2:11][CH2:10][C:8]2[N:9]=[C:5]([NH:4][C:1](=[O:3])[CH3:2])[S:6][C:7]=2[Br:36])=[CH:13][CH:14]=1)=[NH:20], predict the reactants needed to synthesize it. (8) Given the product [CH2:11]([O:10][CH2:9][C@H:8]([NH2:7])[C:18]1[N:22]([C:23]2[CH:28]=[CH:27][CH:26]=[CH:25][CH:24]=2)[C:21]2[CH:29]=[C:30]([F:33])[CH:31]=[CH:32][C:20]=2[N:19]=1)[C:12]1[CH:13]=[CH:14][CH:15]=[CH:16][CH:17]=1, predict the reactants needed to synthesize it. The reactants are: C(OC(=O)[NH:7][C@H:8]([C:18]1[N:22]([C:23]2[CH:28]=[CH:27][CH:26]=[CH:25][CH:24]=2)[C:21]2[CH:29]=[C:30]([F:33])[CH:31]=[CH:32][C:20]=2[N:19]=1)[CH2:9][O:10][CH2:11][C:12]1[CH:17]=[CH:16][CH:15]=[CH:14][CH:13]=1)(C)(C)C.C(O)(C(F)(F)F)=O. (9) Given the product [C:2]1([NH:1][C:9]2[CH:14]=[CH:13][CH:12]=[CH:11][N:10]=2)[CH:7]=[CH:6][CH:5]=[CH:4][CH:3]=1, predict the reactants needed to synthesize it. The reactants are: [NH2:1][C:2]1[CH:7]=[CH:6][CH:5]=[CH:4][CH:3]=1.Br[C:9]1[CH:14]=[CH:13][CH:12]=[CH:11][N:10]=1.CC([O-])(C)C.[Na+].C(Cl)Cl.